This data is from Reaction yield outcomes from USPTO patents with 853,638 reactions. The task is: Predict the reaction yield, written as a fraction of the theoretical maximum amount of product (1.0 means a 100% yield; for example, 0.34 means a 34% yield). (1) The product is [CH3:37][O:38][C:39](=[O:50])[C:40]1[CH:45]=[CH:44][C:43]([O:46][CH2:47][CH2:48][C:16]2[C:17]3[C:22](=[CH:21][C:20]([Cl:23])=[CH:19][CH:18]=3)[N:14]([CH:1]([C:2]3[CH:7]=[CH:6][CH:5]=[CH:4][CH:3]=3)[C:8]3[CH:9]=[CH:10][CH:11]=[CH:12][CH:13]=3)[C:15]=2[CH2:24][CH2:25][NH:26][S:27]([CH2:30][C:31]2[CH:36]=[CH:35][CH:34]=[CH:33][CH:32]=2)(=[O:29])=[O:28])=[CH:42][CH:41]=1. The yield is 0.350. The catalyst is C(Cl)Cl. The reactants are [CH:1]([N:14]1[C:22]2[C:17](=[CH:18][CH:19]=[C:20]([Cl:23])[CH:21]=2)[CH:16]=[C:15]1[CH2:24][CH2:25][NH:26][S:27]([CH2:30][C:31]1[CH:36]=[CH:35][CH:34]=[CH:33][CH:32]=1)(=[O:29])=[O:28])([C:8]1[CH:13]=[CH:12][CH:11]=[CH:10][CH:9]=1)[C:2]1[CH:7]=[CH:6][CH:5]=[CH:4][CH:3]=1.[CH3:37][O:38][C:39](=[O:50])[C:40]1[CH:45]=[CH:44][C:43]([O:46][CH2:47][CH:48]=O)=[CH:42][CH:41]=1.C([SiH](CC)CC)C.C(O)(C(F)(F)F)=O. (2) The reactants are [CH:1]1([S:6][CH:7]([C:11]2[CH:16]=[CH:15][C:14]([Cl:17])=[C:13]([Cl:18])[CH:12]=2)[C:8]([OH:10])=O)[CH2:5][CH2:4][CH2:3][CH2:2]1.[NH2:19][C:20]1[S:21][C:22]([Br:25])=[CH:23][N:24]=1. The catalyst is C1COCC1. The product is [Br:25][C:22]1[S:21][C:20]([NH:19][C:8](=[O:10])[CH:7]([S:6][CH:1]2[CH2:2][CH2:3][CH2:4][CH2:5]2)[C:11]2[CH:16]=[CH:15][C:14]([Cl:17])=[C:13]([Cl:18])[CH:12]=2)=[N:24][CH:23]=1. The yield is 0.800. (3) The reactants are [C:1]1([CH2:7][CH2:8][CH2:9][CH2:10][CH2:11][CH2:12][C:13]([C:15]2[O:16][CH:17]=[C:18]([C:20]([NH2:22])=O)[N:19]=2)=[O:14])[CH:6]=[CH:5][CH:4]=[CH:3][CH:2]=1.N1C=CC=CC=1.FC(F)(F)C(OC(=O)C(F)(F)F)=O. The catalyst is O1CCOCC1.C(Cl)Cl. The product is [C:1]1([CH2:7][CH2:8][CH2:9][CH2:10][CH2:11][CH2:12][C:13]([C:15]2[O:16][CH:17]=[C:18]([C:20]#[N:22])[N:19]=2)=[O:14])[CH:2]=[CH:3][CH:4]=[CH:5][CH:6]=1. The yield is 0.700. (4) The catalyst is C(Cl)(Cl)Cl.CO. The yield is 0.260. The product is [C:1]([C:5]1[N:10]=[C:9]([N:11]2[CH2:16][CH2:15][N:14]([CH2:17][CH2:18][CH2:19][CH2:20][NH:21][C:31]([N:47]3[CH2:46][CH2:45][N:44]([CH2:43][C:42]4[CH:50]=[CH:51][CH:52]=[C:40]([C:38]#[N:39])[CH:41]=4)[CH2:49][CH2:48]3)=[O:32])[CH2:13][CH2:12]2)[CH:8]=[C:7]([C:22]([F:24])([F:25])[F:23])[N:6]=1)([CH3:4])([CH3:2])[CH3:3]. The reactants are [C:1]([C:5]1[N:10]=[C:9]([N:11]2[CH2:16][CH2:15][N:14]([CH2:17][CH2:18][CH2:19][CH2:20][NH2:21])[CH2:13][CH2:12]2)[CH:8]=[C:7]([C:22]([F:25])([F:24])[F:23])[N:6]=1)([CH3:4])([CH3:3])[CH3:2].C1N=CN([C:31](N2C=NC=C2)=[O:32])C=1.[C:38]([C:40]1[CH:41]=[C:42]([CH:50]=[CH:51][CH:52]=1)[CH2:43][N:44]1[CH2:49][CH2:48][NH:47][CH2:46][CH2:45]1)#[N:39]. (5) The reactants are [C:1]([C:3]1[CH:4]=[N:5][CH:6]=[CH:7][CH:8]=1)#[N:2].[F:9][C:10]1[CH:16]=[CH:15][C:13]([NH2:14])=[CH:12][CH:11]=1. No catalyst specified. The product is [F:9][C:10]1[CH:16]=[CH:15][C:13]([NH:14][C:1]([C:3]2[CH:4]=[N:5][CH:6]=[CH:7][CH:8]=2)=[NH:2])=[CH:12][CH:11]=1. The yield is 0.769. (6) No catalyst specified. The reactants are [F:1][C:2]1[C:7]([F:8])=[C:6]([F:9])[C:5]([F:10])=[C:4]([F:11])[C:3]=1[C:12](=O)[CH3:13].[NH2:15][C:16]([NH2:18])=[S:17]. The yield is 0.867. The product is [NH2:18][C:16]1[S:17][CH:13]=[C:12]([C:3]2[C:2]([F:1])=[C:7]([F:8])[C:6]([F:9])=[C:5]([F:10])[C:4]=2[F:11])[N:15]=1. (7) The reactants are [CH3:1][C:2]1[NH:6][C:5]2[C:7]([C:17]([O:19][CH3:20])=[O:18])=[CH:8][C:9]([N:11]3[CH2:16][CH2:15][O:14][CH2:13][CH2:12]3)=[CH:10][C:4]=2[N:3]=1.[C:21]([O-])([O-])=O.[K+].[K+].BrC[C:29]1[CH:38]=[CH:37][CH:36]=[C:35]2[C:30]=1[CH:31]=[CH:32][CH:33]=[N:34]2.O. The catalyst is CN(C=O)C. The product is [CH3:1][C:2]1[N:3]([CH2:21][C:36]2[CH:37]=[CH:38][CH:29]=[C:30]3[C:35]=2[N:34]=[CH:33][CH:32]=[CH:31]3)[C:4]2[CH:10]=[C:9]([N:11]3[CH2:12][CH2:13][O:14][CH2:15][CH2:16]3)[CH:8]=[C:7]([C:17]([O:19][CH3:20])=[O:18])[C:5]=2[N:6]=1. The yield is 0.240.